Dataset: Reaction yield outcomes from USPTO patents with 853,638 reactions. Task: Predict the reaction yield, written as a fraction of the theoretical maximum amount of product (1.0 means a 100% yield; for example, 0.34 means a 34% yield). (1) The reactants are CN([CH:4]=[C:5]1[C:11](=O)[C:10]2[CH:13]=[CH:14][CH:15]=[CH:16][C:9]=2[NH:8][C:7](=[O:17])[CH2:6]1)C.[NH:18]1[C:26]2[C:21](=[CH:22][CH:23]=[CH:24][CH:25]=2)[C:20]([CH2:27][C:28]([NH2:30])=[NH:29])=[CH:19]1. No catalyst specified. The product is [NH:18]1[C:26]2[C:21](=[CH:22][CH:23]=[CH:24][CH:25]=2)[C:20]([CH2:27][C:28]2[N:30]=[CH:4][C:5]3[CH2:6][C:7](=[O:17])[NH:8][C:9]4[CH:16]=[CH:15][CH:14]=[CH:13][C:10]=4[C:11]=3[N:29]=2)=[CH:19]1. The yield is 0.800. (2) The yield is 0.630. The reactants are Br[C:2]1[CH:7]=[CH:6][CH:5]=[C:4]([O:8][C:9]2[CH:14]=[CH:13][CH:12]=[CH:11][CH:10]=2)[CH:3]=1.[Li]CCCC.C(OC([N:27]1[CH2:31][CH2:30][CH2:29][C:28]1=O)=O)(C)(C)C. The catalyst is C1COCC1. The product is [O:8]([C:4]1[CH:3]=[C:2]([C:28]2[CH2:29][CH2:30][CH2:31][N:27]=2)[CH:7]=[CH:6][CH:5]=1)[C:9]1[CH:10]=[CH:11][CH:12]=[CH:13][CH:14]=1. (3) The reactants are [OH:1][C@H:2]([C@@H:18]([NH:26][C:27](=[O:47])[C@@H:28]([N:33]1[CH2:37][CH2:36][N:35]([CH2:38][C:39]2[CH:44]=[CH:43][CH:42]=[C:41]([CH3:45])[N:40]=2)[C:34]1=[O:46])[C@@H:29]([CH3:32])[CH2:30][CH3:31])[CH2:19][C:20]1[CH:25]=[CH:24][CH:23]=[CH:22][CH:21]=1)[CH2:3][NH:4][NH:5][C:6]([C@@H:8]([NH:13][C:14](=[O:17])[O:15][CH3:16])[C@@H:9]([CH3:12])[CH2:10][CH3:11])=[O:7].[CH:48](=O)[CH2:49][CH:50]([CH3:52])[CH3:51].C(O)(=O)C.C(O[BH-](OC(=O)C)OC(=O)C)(=O)C.[Na+]. The catalyst is ClC(Cl)C. The product is [OH:1][C@H:2]([C@@H:18]([NH:26][C:27](=[O:47])[C@@H:28]([N:33]1[CH2:37][CH2:36][N:35]([CH2:38][C:39]2[CH:44]=[CH:43][CH:42]=[C:41]([CH3:45])[N:40]=2)[C:34]1=[O:46])[C@@H:29]([CH3:32])[CH2:30][CH3:31])[CH2:19][C:20]1[CH:25]=[CH:24][CH:23]=[CH:22][CH:21]=1)[CH2:3][N:4]([CH2:48][CH2:49][CH:50]([CH3:52])[CH3:51])[NH:5][C:6]([C@@H:8]([NH:13][C:14](=[O:17])[O:15][CH3:16])[C@@H:9]([CH3:12])[CH2:10][CH3:11])=[O:7]. The yield is 0.890. (4) The reactants are I[C:2]1[CH:20]=[N:19][C:5]2[NH:6][CH2:7][CH2:8][N:9]([C:10](=[O:18])[CH2:11][C:12]3[CH:17]=[CH:16][CH:15]=[CH:14][CH:13]=3)[C:4]=2[CH:3]=1.[N:21]1([CH:26]2[CH2:31][CH2:30][N:29]([C:32]([C:34]3[CH:39]=[CH:38][C:37](B4OC(C)(C)C(C)(C)O4)=[CH:36][CH:35]=3)=[O:33])[CH2:28][CH2:27]2)[CH2:25][CH2:24][CH2:23][CH2:22]1. No catalyst specified. The product is [C:12]1([CH2:11][C:10]([N:9]2[CH2:8][CH2:7][NH:6][C:5]3[N:19]=[CH:20][C:2]([C:37]4[CH:38]=[CH:39][C:34]([C:32]([N:29]5[CH2:28][CH2:27][CH:26]([N:21]6[CH2:22][CH2:23][CH2:24][CH2:25]6)[CH2:31][CH2:30]5)=[O:33])=[CH:35][CH:36]=4)=[CH:3][C:4]2=3)=[O:18])[CH:17]=[CH:16][CH:15]=[CH:14][CH:13]=1. The yield is 0.520. (5) The reactants are S(=O)(=O)(O)O.Cl.[F:7][C:8]1[CH:13]=[CH:12][CH:11]=[CH:10][C:9]=1[NH:14][NH2:15].[C:16](O)(=[O:23])[CH2:17][C:18]([C:20]([OH:22])=[O:21])=O. The catalyst is O. The product is [F:7][C:8]1[CH:13]=[CH:12][CH:11]=[CH:10][C:9]=1[N:14]1[C:16]([OH:23])=[CH:17][C:18]([C:20]([OH:22])=[O:21])=[N:15]1. The yield is 0.900. (6) The reactants are [OH:1][C:2]1[CH:11]=[C:10]2[C:5]([C:6]([O:12][C:13]3[CH:14]=[CH:15][C:16]([N:19]([C:28]4[CH:33]=[CH:32][CH:31]=[CH:30][CH:29]=4)[C:20]([C:22]4([C:25]([NH2:27])=[O:26])[CH2:24][CH2:23]4)=[O:21])=[N:17][CH:18]=3)=[CH:7][CH:8]=[N:9]2)=[CH:4][CH:3]=1.CS(O[CH2:39][CH2:40][CH2:41][C:42]1([OH:45])[CH2:44][CH2:43]1)(=O)=O.C([O-])([O-])=O.[Cs+].[Cs+]. The catalyst is CC(N(C)C)=O. The product is [OH:45][C:42]1([CH2:41][CH2:40][CH2:39][O:1][C:2]2[CH:11]=[C:10]3[C:5]([C:6]([O:12][C:13]4[CH:14]=[CH:15][C:16]([N:19]([C:28]5[CH:29]=[CH:30][CH:31]=[CH:32][CH:33]=5)[C:20]([C:22]5([C:25]([NH2:27])=[O:26])[CH2:24][CH2:23]5)=[O:21])=[N:17][CH:18]=4)=[CH:7][CH:8]=[N:9]3)=[CH:4][CH:3]=2)[CH2:44][CH2:43]1. The yield is 0.650. (7) The reactants are [CH3:1][O:2][C:3]([C:5]1[O:6][C:7]([C:10]2[CH:15]=[CH:14][CH:13]=[C:12]([NH2:16])[C:11]=2[OH:17])=[CH:8][CH:9]=1)=[O:4].[N:18]([O-])=O.[Na+].[CH3:22][C:23]1[CH2:24][C:25](=[O:38])[N:26]([C:28]2[CH:37]=[CH:36][C:35]3[CH2:34][CH2:33][CH2:32][CH2:31][C:30]=3[CH:29]=2)[N:27]=1.C(=O)(O)[O-].[Na+]. The catalyst is Cl. The product is [CH3:1][O:2][C:3]([C:5]1[O:6][C:7]([C:10]2[CH:15]=[CH:14][CH:13]=[C:12]([NH:16][N:18]=[C:24]3[C:25](=[O:38])[N:26]([C:28]4[CH:37]=[CH:36][C:35]5[CH2:34][CH2:33][CH2:32][CH2:31][C:30]=5[CH:29]=4)[N:27]=[C:23]3[CH3:22])[C:11]=2[OH:17])=[CH:8][CH:9]=1)=[O:4]. The yield is 0.239. (8) The reactants are [H-].[H-].[H-].[H-].[Li+].[Al+3].[CH3:7][O:8][C:9]1[CH:10]=[C:11]2[C:15](=[CH:16][CH:17]=1)[NH:14][CH:13]=[C:12]2[CH:18]1[CH2:22][C:21](=O)[NH:20][C:19]1=O.O.[OH-].[Na+]. The catalyst is C1COCC1. The product is [CH3:7][O:8][C:9]1[CH:10]=[C:11]2[C:15](=[CH:16][CH:17]=1)[NH:14][CH:13]=[C:12]2[CH:18]1[CH2:22][CH2:21][NH:20][CH2:19]1. The yield is 1.00. (9) The reactants are O[C@H:2]1[C@H:7]([C:8]2[CH:13]=[CH:12][C:11]([OH:14])=[CH:10][CH:9]=2)[CH2:6][CH2:5][N:4]([C:15]([O:17][C:18]([CH3:21])([CH3:20])[CH3:19])=[O:16])[CH2:3]1.COCCN(S(F)(F)[F:32])CCOC.C1(C)C=CC=CC=1.[Cl-].[NH4+]. The catalyst is C(#N)C. The product is [F:32][C@H:2]1[C@H:7]([C:8]2[CH:13]=[CH:12][C:11]([OH:14])=[CH:10][CH:9]=2)[CH2:6][CH2:5][N:4]([C:15]([O:17][C:18]([CH3:21])([CH3:20])[CH3:19])=[O:16])[CH2:3]1. The yield is 0.750. (10) The reactants are [OH:1][CH2:2][C@@H:3]1[CH2:8][N:7]2[CH2:9][CH2:10][CH2:11][C@H:6]2[C:5](=[O:12])[NH:4]1.C(N(CC)CC)C.[Si:20](Cl)([C:23]([CH3:26])([CH3:25])[CH3:24])([CH3:22])[CH3:21]. The catalyst is CN(C)C=O.CN(C)C1C=CN=CC=1. The product is [CH3:24][C:23]([Si:20]([CH3:22])([CH3:21])[O:1][CH2:2][C@@H:3]1[CH2:8][N:7]2[CH2:9][CH2:10][CH2:11][C@H:6]2[C:5](=[O:12])[NH:4]1)([CH3:26])[CH3:25]. The yield is 0.660.